This data is from Full USPTO retrosynthesis dataset with 1.9M reactions from patents (1976-2016). The task is: Predict the reactants needed to synthesize the given product. (1) Given the product [Cl:1][C:2]1[N:7]=[C:6]([NH:8][C:26]([C:23]2[N:22]=[N:21][N:20]([C:17]3[CH:18]=[CH:19][C:14]([F:13])=[CH:15][CH:16]=3)[C:24]=2[CH3:25])=[O:27])[CH:5]=[CH:4][CH:3]=1, predict the reactants needed to synthesize it. The reactants are: [Cl:1][C:2]1[N:7]=[C:6]([NH2:8])[CH:5]=[CH:4][CH:3]=1.C[Al](C)C.[F:13][C:14]1[CH:19]=[CH:18][C:17]([N:20]2[C:24]([CH3:25])=[C:23]([C:26](OCC)=[O:27])[N:22]=[N:21]2)=[CH:16][CH:15]=1.CO. (2) Given the product [NH2:2][C:5]1[CH:18]=[CH:17][C:8]([CH2:9][N:10]2[C:14](=[O:15])[CH2:13][S:12][C:11]2=[O:16])=[CH:7][CH:6]=1, predict the reactants needed to synthesize it. The reactants are: Cl.[N+:2]([C:5]1[CH:18]=[CH:17][C:8]([CH2:9][N:10]2[C:14](=[O:15])[CH2:13][S:12][C:11]2=[O:16])=[CH:7][CH:6]=1)([O-])=O.C(=O)([O-])O.[Na+]. (3) Given the product [Cl:16][C:17]1[CH:22]=[C:21]([C:2]2[N:7]=[N:6][C:5]([NH2:8])=[N:4][C:3]=2[C:9]2[CH:14]=[CH:13][C:12]([F:15])=[CH:11][CH:10]=2)[CH:20]=[C:19]([CH3:32])[N:18]=1, predict the reactants needed to synthesize it. The reactants are: Br[C:2]1[N:7]=[N:6][C:5]([NH2:8])=[N:4][C:3]=1[C:9]1[CH:14]=[CH:13][C:12]([F:15])=[CH:11][CH:10]=1.[Cl:16][C:17]1[CH:22]=[C:21](B2OC(C)(C)C(C)(C)O2)[CH:20]=[C:19]([CH3:32])[N:18]=1.C([O-])([O-])=O.[K+].[K+].